This data is from Forward reaction prediction with 1.9M reactions from USPTO patents (1976-2016). The task is: Predict the product of the given reaction. (1) The product is: [N:23]1([C:21]2[N:22]=[C:17]3[CH:16]=[CH:15][C:14]([NH:13][C:12]([C:11]4[N:7]([CH3:6])[N:8]=[CH:9][C:10]=4[C:30]([N:4]4[CH2:5][CH:2]([F:1])[CH2:3]4)=[O:31])=[O:29])=[CH:19][N:18]3[N:20]=2)[CH2:24][CH2:25][O:26][CH2:27][CH2:28]1. Given the reactants [F:1][CH:2]1[CH2:5][NH:4][CH2:3]1.[CH3:6][N:7]1[C:11]([C:12](=[O:29])[NH:13][C:14]2[CH:15]=[CH:16][C:17]3[N:18]([N:20]=[C:21]([N:23]4[CH2:28][CH2:27][O:26][CH2:25][CH2:24]4)[N:22]=3)[CH:19]=2)=[C:10]([C:30](O)=[O:31])[CH:9]=[N:8]1, predict the reaction product. (2) Given the reactants [CH2:1]([C:3]([CH2:24][CH3:25])=[CH:4][C@H:5]1[CH2:10][CH2:9][C@H:8]([NH:11][C:12](=[O:23])[CH2:13][C:14]2[CH:19]=[CH:18][C:17]([OH:20])=[C:16]([O:21][CH3:22])[CH:15]=2)[CH2:7][CH2:6]1)[CH3:2], predict the reaction product. The product is: [CH2:24]([CH:3]([CH2:1][CH3:2])[CH2:4][C@H:5]1[CH2:10][CH2:9][C@H:8]([NH:11][C:12](=[O:23])[CH2:13][C:14]2[CH:19]=[CH:18][C:17]([OH:20])=[C:16]([O:21][CH3:22])[CH:15]=2)[CH2:7][CH2:6]1)[CH3:25]. (3) Given the reactants C[S:2]([C:5]1[CH:6]=[CH:7][C:8]([N:14]2[CH2:18][CH2:17][CH2:16][CH2:15]2)=[C:9]([CH:13]=1)[C:10]([OH:12])=[O:11])(=[O:4])=[O:3].ClC1C=CC(S(=O)(=O)[NH:30][CH2:31][CH:32]2[CH2:34][CH2:33]2)=CC=1C(O)=O.N1CCCC1, predict the reaction product. The product is: [CH:32]1([CH2:31][NH:30][S:2]([C:5]2[CH:6]=[CH:7][C:8]([N:14]3[CH2:18][CH2:17][CH2:16][CH2:15]3)=[C:9]([CH:13]=2)[C:10]([OH:12])=[O:11])(=[O:4])=[O:3])[CH2:34][CH2:33]1. (4) The product is: [NH2:33][C:27]1[N:26]=[C:31]([NH:32][C:2]2[CH:3]=[C:4]([N:13]([CH:23]3[CH2:25][CH2:24]3)[CH2:14][C:15]3[CH:20]=[CH:19][C:18]([O:21][CH3:22])=[CH:17][CH:16]=3)[C:5]3[N:6]([C:8]([C:11]#[N:12])=[CH:9][N:10]=3)[N:7]=2)[CH:30]=[CH:29][CH:28]=1. Given the reactants Cl[C:2]1[CH:3]=[C:4]([N:13]([CH:23]2[CH2:25][CH2:24]2)[CH2:14][C:15]2[CH:20]=[CH:19][C:18]([O:21][CH3:22])=[CH:17][CH:16]=2)[C:5]2[N:6]([C:8]([C:11]#[N:12])=[CH:9][N:10]=2)[N:7]=1.[N:26]1[C:31]([NH2:32])=[CH:30][CH:29]=[CH:28][C:27]=1[NH2:33].C(=O)([O-])[O-].[Cs+].[Cs+].CC1(C)C2C(=C(P(C3C=CC=CC=3)C3C=CC=CC=3)C=CC=2)OC2C(P(C3C=CC=CC=3)C3C=CC=CC=3)=CC=CC1=2, predict the reaction product. (5) Given the reactants [C:1]1([C@H:7]2[CH2:12][NH:11][CH2:10][CH2:9][NH:8]2)[CH:6]=[CH:5][CH:4]=[CH:3][CH:2]=1.Cl[C:14]1[C:23]2[C:18](=[CH:19][C:20]([O:26][CH3:27])=[C:21]([O:24][CH3:25])[CH:22]=2)[N:17]=[CH:16][N:15]=1, predict the reaction product. The product is: [CH3:25][O:24][C:21]1[CH:22]=[C:23]2[C:18](=[CH:19][C:20]=1[O:26][CH3:27])[N:17]=[CH:16][N:15]=[C:14]2[N:11]1[CH2:10][CH2:9][NH:8][C@@H:7]([C:1]2[CH:2]=[CH:3][CH:4]=[CH:5][CH:6]=2)[CH2:12]1. (6) Given the reactants [Cl:1][C:2]1[CH:21]=[CH:20][C:5]([NH:6][C:7]2[C:16]3[C:11](=[CH:12][C:13]([OH:19])=[C:14]([O:17][CH3:18])[CH:15]=3)[N:10]=[CH:9][N:8]=2)=[C:4]([F:22])[CH:3]=1.Cl.Cl[CH2:25][C:26]1[N:27]([CH3:31])[CH:28]=[CH:29][N:30]=1, predict the reaction product. The product is: [ClH:1].[Cl:1][C:2]1[CH:21]=[CH:20][C:5]([NH:6][C:7]2[C:16]3[C:11](=[CH:12][C:13]([O:19][CH2:25][C:26]4[N:27]([CH3:31])[CH:28]=[CH:29][N:30]=4)=[C:14]([O:17][CH3:18])[CH:15]=3)[N:10]=[CH:9][N:8]=2)=[C:4]([F:22])[CH:3]=1. (7) Given the reactants [CH2:1]([N:4]([CH:15]([CH2:35][CH:36]=C)[CH2:16][O:17][Si:18]([C:31]([CH3:34])([CH3:33])[CH3:32])([C:25]1[CH:30]=[CH:29][CH:28]=[CH:27][CH:26]=1)[C:19]1[CH:24]=[CH:23][CH:22]=[CH:21][CH:20]=1)[S:5]([C:8]1[CH:13]=[CH:12][C:11]([CH3:14])=[CH:10][CH:9]=1)(=[O:7])=[O:6])[CH:2]=C, predict the reaction product. The product is: [Si:18]([O:17][CH2:16][CH:15]1[CH2:35][CH:36]=[CH:2][CH2:1][N:4]1[S:5]([C:8]1[CH:13]=[CH:12][C:11]([CH3:14])=[CH:10][CH:9]=1)(=[O:6])=[O:7])([C:31]([CH3:32])([CH3:34])[CH3:33])([C:25]1[CH:30]=[CH:29][CH:28]=[CH:27][CH:26]=1)[C:19]1[CH:20]=[CH:21][CH:22]=[CH:23][CH:24]=1. (8) Given the reactants [C:1]1([CH2:7][CH2:8][CH2:9][S:10][C:11]2[CH:12]=[C:13]([NH2:17])[CH:14]=[CH:15][CH:16]=2)[CH:6]=[CH:5][CH:4]=[CH:3][CH:2]=1.C(Cl)(Cl)=[S:19], predict the reaction product. The product is: [N-:17]=[C:13]=[S:19].[C:1]1([CH2:7][CH2:8][CH2:9][S:10][C:11]2[CH:16]=[CH:15][CH:14]=[CH:13][CH:12]=2)[CH:2]=[CH:3][CH:4]=[CH:5][CH:6]=1. (9) The product is: [CH3:9][O:8][C:4]1[CH:3]=[C:2]([NH:1][C:43](=[O:44])[C:42]2[CH:46]=[C:38]([CH2:37][C:31]3[C:32](=[O:36])[C:33]([O:34][CH3:35])=[C:28]([O:27][CH3:26])[C:29](=[O:52])[C:30]=3[CH3:51])[CH:39]=[CH:40][C:41]=2[O:47][C:48](=[O:50])[CH3:49])[CH:7]=[CH:6][N:5]=1. Given the reactants [NH2:1][C:2]1[CH:7]=[CH:6][N:5]=[C:4]([O:8][CH3:9])[CH:3]=1.C(N(CC)CC)C.[Cl-].ClC1N(C)CC[NH+]1C.[CH3:26][O:27][C:28]1[C:29](=[O:52])[C:30]([CH3:51])=[C:31]([CH2:37][C:38]2[CH:39]=[CH:40][C:41]([O:47][C:48](=[O:50])[CH3:49])=[C:42]([CH:46]=2)[C:43](O)=[O:44])[C:32](=[O:36])[C:33]=1[O:34][CH3:35], predict the reaction product. (10) Given the reactants [CH2:1]([O:8][C:9]1[C:18]2[C:13](=[CH:14][CH:15]=[CH:16][C:17]=2[Br:19])[CH:12]=[C:11]([C:20]([O:22]CC)=[O:21])[CH:10]=1)[C:2]1[CH:7]=[CH:6][CH:5]=[CH:4][CH:3]=1.CO.O[Li].O.Cl, predict the reaction product. The product is: [CH2:1]([O:8][C:9]1[C:18]2[C:13](=[CH:14][CH:15]=[CH:16][C:17]=2[Br:19])[CH:12]=[C:11]([C:20]([OH:22])=[O:21])[CH:10]=1)[C:2]1[CH:7]=[CH:6][CH:5]=[CH:4][CH:3]=1.